This data is from Full USPTO retrosynthesis dataset with 1.9M reactions from patents (1976-2016). The task is: Predict the reactants needed to synthesize the given product. (1) Given the product [CH:5]1([CH:3]([OH:4])[CH2:2][NH:1][CH:15]([C:17]2[C:18]([Cl:24])=[N:19][C:20]([Cl:23])=[CH:21][CH:22]=2)[CH3:16])[CH2:7][CH2:6]1, predict the reactants needed to synthesize it. The reactants are: [NH2:1][CH2:2][CH:3]([CH:5]1[CH2:7][CH2:6]1)[OH:4].C(=O)([O-])[O-].[Cs+].[Cs+].Br[CH:15]([C:17]1[C:18]([Cl:24])=[N:19][C:20]([Cl:23])=[CH:21][CH:22]=1)[CH3:16]. (2) Given the product [CH2:21]([O:28][C:29]([N:11]1[CH2:12][CH2:13][C@@H:9]([NH:8][C:6]([O:5][C:1]([CH3:4])([CH3:2])[CH3:3])=[O:7])[CH2:10]1)=[O:30])[C:22]1[CH:27]=[CH:26][CH:25]=[CH:24][CH:23]=1, predict the reactants needed to synthesize it. The reactants are: [C:1]([O:5][C:6]([NH:8][C@@H:9]1[CH2:13][CH2:12][NH:11][CH2:10]1)=[O:7])([CH3:4])([CH3:3])[CH3:2].C(N(CC)CC)C.[CH2:21]([O:28][C:29](Cl)=[O:30])[C:22]1[CH:27]=[CH:26][CH:25]=[CH:24][CH:23]=1.O.